From a dataset of Full USPTO retrosynthesis dataset with 1.9M reactions from patents (1976-2016). Predict the reactants needed to synthesize the given product. (1) Given the product [CH2:11]([C:10]1[N:14]=[C:5]2[CH:4]=[CH:3][C:2]([I:1])=[CH:7][N:6]2[C:8]=1[CH3:9])[CH3:12], predict the reactants needed to synthesize it. The reactants are: [I:1][C:2]1[CH:3]=[CH:4][C:5](=[N:14]S(C2C=CC(C)=CC=2)(=O)=O)[N:6]([CH:8]([C:10](=O)[CH2:11][CH3:12])[CH3:9])[CH:7]=1.FC(F)(F)C(OC(=O)C(F)(F)F)=O. (2) Given the product [Si:20]([O:19][CH2:18][CH2:17][CH2:16][N:8]1[CH2:13][CH2:12][CH2:11][CH2:10][C:9]1=[O:14])([C:23]([CH3:24])([CH3:25])[CH3:26])([CH3:22])[CH3:21], predict the reactants needed to synthesize it. The reactants are: [H-].[Na+].O1CCCC1.[NH:8]1[CH2:13][CH2:12][CH2:11][CH2:10][C:9]1=[O:14].Br[CH2:16][CH2:17][CH2:18][O:19][Si:20]([C:23]([CH3:26])([CH3:25])[CH3:24])([CH3:22])[CH3:21]. (3) Given the product [Br:33][C:34]1[N:39]2[CH:40]=[CH:41][N:42]=[C:38]2[C:37]([NH:61][C:58]2[CH:59]=[CH:60][C:55]([N:53]3[CH:54]=[C:50]([C:45]4[CH:46]=[CH:47][CH:48]=[CH:49][N:44]=4)[N:51]=[N:52]3)=[CH:56][CH:57]=2)=[N:36][CH:35]=1, predict the reactants needed to synthesize it. The reactants are: OC1C=CC(CNC(=O)C2C=CC(NC3C4N(C=CN=4)C(C4C=NNC=4)=CN=3)=CC=2)=CC=1.[Br:33][C:34]1[N:39]2[CH:40]=[CH:41][N:42]=[C:38]2[C:37](Br)=[N:36][CH:35]=1.[N:44]1[CH:49]=[CH:48][CH:47]=[CH:46][C:45]=1[C:50]1[N:51]=[N:52][N:53]([C:55]2[CH:60]=[CH:59][C:58]([NH2:61])=[CH:57][CH:56]=2)[CH:54]=1.CC([O-])(C)C.[Na+].CC1(C)C2C(=C(P(C3C=CC=CC=3)C3C=CC=CC=3)C=CC=2)OC2C(P(C3C=CC=CC=3)C3C=CC=CC=3)=CC=CC1=2. (4) Given the product [CH2:7]([O:14][CH2:15][CH:16]1[CH2:17][C:18]([CH2:20][NH2:21])([N:22]2[CH2:27][CH2:26][CH2:25][CH2:24][CH2:23]2)[CH2:19]1)[C:8]1[CH:9]=[CH:10][CH:11]=[CH:12][CH:13]=1, predict the reactants needed to synthesize it. The reactants are: [H-].[Al+3].[Li+].[H-].[H-].[H-].[CH2:7]([O:14][CH2:15][CH:16]1[CH2:19][C:18]([N:22]2[CH2:27][CH2:26][CH2:25][CH2:24][CH2:23]2)([C:20]#[N:21])[CH2:17]1)[C:8]1[CH:13]=[CH:12][CH:11]=[CH:10][CH:9]=1.O.[OH-].[Na+]. (5) The reactants are: C(OC([N:8]1[CH2:15][C@H:14]2[N:16](C(OC(C)(C)C)=O)[C@H:10]([CH2:11][C:12]([C:27]3[CH:32]=[CH:31][C:30]([O:33][CH2:34][CH2:35][O:36][C:37]4[C:42]([Cl:43])=[CH:41][C:40]([CH3:44])=[CH:39][C:38]=4[Cl:45])=[CH:29][CH:28]=3)=[C:13]2[C:24](O)=[O:25])[CH2:9]1)=O)(C)(C)C.[Cl:46][C:47]1[CH:57]=[CH:56][C:55]([CH2:58][CH2:59][O:60][CH3:61])=[CH:54][C:48]=1[CH2:49][NH:50][CH:51]1[CH2:53][CH2:52]1. Given the product [Cl:46][C:47]1[CH:57]=[CH:56][C:55]([CH2:58][CH2:59][O:60][CH3:61])=[CH:54][C:48]=1[CH2:49][N:50]([CH:51]1[CH2:52][CH2:53]1)[C:24]([C:13]1[C@@H:14]2[NH:16][C@H:10]([CH2:11][C:12]=1[C:27]1[CH:28]=[CH:29][C:30]([O:33][CH2:34][CH2:35][O:36][C:37]3[C:42]([Cl:43])=[CH:41][C:40]([CH3:44])=[CH:39][C:38]=3[Cl:45])=[CH:31][CH:32]=1)[CH2:9][NH:8][CH2:15]2)=[O:25], predict the reactants needed to synthesize it. (6) Given the product [Br:1][C:2]1[CH:3]=[C:4]2[C:9](=[CH:10][CH:11]=1)[N:8]=[CH:7][C:6]([N+:12]([O-:14])=[O:13])=[C:5]2[NH:16][C:17]1[CH:22]=[CH:21][C:20]([N:23]2[CH2:28][CH2:27][CH:26]([C:29]([O:31][CH3:32])=[O:30])[CH2:25][CH2:24]2)=[C:19]([C:33]([F:36])([F:34])[F:35])[CH:18]=1, predict the reactants needed to synthesize it. The reactants are: [Br:1][C:2]1[CH:3]=[C:4]2[C:9](=[CH:10][CH:11]=1)[N:8]=[CH:7][C:6]([N+:12]([O-:14])=[O:13])=[C:5]2Cl.[NH2:16][C:17]1[CH:22]=[CH:21][C:20]([N:23]2[CH2:28][CH2:27][CH:26]([C:29]([O:31][CH3:32])=[O:30])[CH2:25][CH2:24]2)=[C:19]([C:33]([F:36])([F:35])[F:34])[CH:18]=1.C([O-])(O)=O.[Na+]. (7) Given the product [C:7]([O:10][C:11]1[C:19]([Cl:20])=[CH:18][C:17]([Cl:21])=[CH:16][C:12]=1[C:13]([NH:28][C@H:27]([C:26]([OH:36])=[O:25])[CH2:29][C:30]1[CH:35]=[CH:34][CH:33]=[CH:32][CH:31]=1)=[O:14])(=[O:9])[CH3:8], predict the reactants needed to synthesize it. The reactants are: C(Cl)(=O)C(Cl)=O.[C:7]([O:10][C:11]1[C:19]([Cl:20])=[CH:18][C:17]([Cl:21])=[CH:16][C:12]=1[C:13](Cl)=[O:14])(=[O:9])[CH3:8].Cl.C([O:25][C:26](=[O:36])[C@H:27]([CH2:29][C:30]1[CH:35]=[CH:34][CH:33]=[CH:32][CH:31]=1)[NH2:28])C. (8) The reactants are: [CH3:1][O:2][CH2:3][CH2:4][CH2:5][C:6]1[C:11]2[C:12]([CH3:18])=[C:13]([C:15](O)=[O:16])[O:14][C:10]=2[CH:9]=[CH:8][CH:7]=1.[H-].C([Al+]C(C)C)(C)C.CO.C(C(C(C([O-])=O)O)O)([O-])=O.[K+].[Na+]. Given the product [CH3:1][O:2][CH2:3][CH2:4][CH2:5][C:6]1[C:11]2[C:12]([CH3:18])=[C:13]([CH2:15][OH:16])[O:14][C:10]=2[CH:9]=[CH:8][CH:7]=1, predict the reactants needed to synthesize it. (9) Given the product [C:56]([O:55][C:53]([N:50]1[C:51]2[C:47](=[CH:46][CH:45]=[C:44]([F:43])[CH:52]=2)[C:48]([C:38]2[CH:37]=[C:32]([C:33]([O:35][CH3:36])=[O:34])[C:31](=[CH:40][CH:39]=2)[C:30]([O:29][CH3:28])=[O:42])=[CH:49]1)=[O:54])([CH3:59])([CH3:57])[CH3:58], predict the reactants needed to synthesize it. The reactants are: FC1C=C2C(C(C3C=C(N)C(N)=CC=3)=CN2S(C2C=CC=CC=2)(=O)=O)=CC=1.[CH3:28][O:29][C:30](=[O:42])[C:31]1[C:32](=[CH:37][C:38](Br)=[CH:39][CH:40]=1)[C:33]([O:35][CH3:36])=[O:34].[F:43][C:44]1[CH:52]=[C:51]2[C:47]([C:48](B3OC(C)(C)C(C)(C)O3)=[CH:49][N:50]2[C:53]([O:55][C:56]([CH3:59])([CH3:58])[CH3:57])=[O:54])=[CH:46][CH:45]=1.